From a dataset of Forward reaction prediction with 1.9M reactions from USPTO patents (1976-2016). Predict the product of the given reaction. (1) Given the reactants Cl.[CH:2]1([CH2:5][O:6][C:7]2[CH:15]=[CH:14][C:10]3[O:11][CH2:12][O:13][C:9]=3[C:8]=2[C:16]2[C:17]3[NH:24][C:23]([CH3:25])=[C:22]([C:26]([NH:28][C@H:29]4[C@H:33]([OH:34])[CH2:32][NH:31][CH2:30]4)=[O:27])[C:18]=3[N:19]=[CH:20][N:21]=2)[CH2:4][CH2:3]1.C([O:38][CH2:39][C:40](Cl)=[O:41])(=O)C, predict the reaction product. The product is: [CH:2]1([CH2:5][O:6][C:7]2[CH:15]=[CH:14][C:10]3[O:11][CH2:12][O:13][C:9]=3[C:8]=2[C:16]2[C:17]3[NH:24][C:23]([CH3:25])=[C:22]([C:26]([NH:28][C@H:29]4[C@H:33]([OH:34])[CH2:32][N:31]([C:39](=[O:38])[CH2:40][OH:41])[CH2:30]4)=[O:27])[C:18]=3[N:19]=[CH:20][N:21]=2)[CH2:4][CH2:3]1. (2) Given the reactants Cl.Cl.Cl.Cl.[NH2:5][C:6]1([C:10]2[CH:15]=[CH:14][C:13]([N:16]3[C:20]4=[N:21][C:22]([C:25]5[CH:30]=[CH:29][CH:28]=[C:27]([N:31]6[CH2:36][CH2:35][CH:34]([NH2:37])[CH2:33][CH2:32]6)[CH:26]=5)=[CH:23][CH:24]=[C:19]4[N:18]=[C:17]3[C:38]3[C:39]([NH2:44])=[N:40][CH:41]=[CH:42][CH:43]=3)=[CH:12][CH:11]=2)[CH2:9][CH2:8][CH2:7]1.C(N(CC)CC)C.[CH3:52][S:53](Cl)(=[O:55])=[O:54], predict the reaction product. The product is: [NH2:5][C:6]1([C:10]2[CH:11]=[CH:12][C:13]([N:16]3[C:20]4=[N:21][C:22]([C:25]5[CH:26]=[C:27]([N:31]6[CH2:32][CH2:33][CH:34]([NH:37][S:53]([CH3:52])(=[O:55])=[O:54])[CH2:35][CH2:36]6)[CH:28]=[CH:29][CH:30]=5)=[CH:23][CH:24]=[C:19]4[N:18]=[C:17]3[C:38]3[C:39]([NH2:44])=[N:40][CH:41]=[CH:42][CH:43]=3)=[CH:14][CH:15]=2)[CH2:7][CH2:8][CH2:9]1. (3) Given the reactants FC(F)(F)C(O)=O.[NH2:8][CH2:9][C:10]([C:12]1[CH:13]=[N:14][CH:15]=[CH:16][CH:17]=1)=[O:11].[CH3:18][C:19]1[NH:20][C:21]2[CH:27]=[C:26]([C:28](O)=O)[CH:25]=[CH:24][C:22]=2[N:23]=1.F[P-](F)(F)(F)(F)F.CN([P+](N(C)C)(N(C)C)Cl)C.C(N(CC)C(C)C)(C)C, predict the reaction product. The product is: [CH3:18][C:19]1[NH:20][C:21]2[CH:27]=[C:26]([C:28]3[O:11][C:10]([C:12]4[CH:13]=[N:14][CH:15]=[CH:16][CH:17]=4)=[CH:9][N:8]=3)[CH:25]=[CH:24][C:22]=2[N:23]=1. (4) Given the reactants C(OC(=O)N(CC1C=C(F)C([O:21][C:22]2[CH:34]=[CH:33][C:25]3[C:26](=[O:32])[O:27][C:28]([CH3:31])([CH3:30])[O:29][C:24]=3[CH:23]=2)=C(F)C=1)CCC(C)C)(C)(C)C, predict the reaction product. The product is: [OH:21][C:22]1[CH:34]=[CH:33][C:25]2[C:26](=[O:32])[O:27][C:28]([CH3:30])([CH3:31])[O:29][C:24]=2[CH:23]=1. (5) Given the reactants [Cu]([C:4]#[N:5])C#N.Br[C:7]1[CH:8]=[N:9][CH:10]=[C:11]([F:16])[C:12]=1[CH:13]1[CH2:15][CH2:14]1, predict the reaction product. The product is: [CH:13]1([C:12]2[C:7]([C:4]#[N:5])=[CH:8][N:9]=[CH:10][C:11]=2[F:16])[CH2:15][CH2:14]1.